Dataset: NCI-60 drug combinations with 297,098 pairs across 59 cell lines. Task: Regression. Given two drug SMILES strings and cell line genomic features, predict the synergy score measuring deviation from expected non-interaction effect. (1) Drug 1: CC(C1=C(C=CC(=C1Cl)F)Cl)OC2=C(N=CC(=C2)C3=CN(N=C3)C4CCNCC4)N. Drug 2: CNC(=O)C1=NC=CC(=C1)OC2=CC=C(C=C2)NC(=O)NC3=CC(=C(C=C3)Cl)C(F)(F)F. Cell line: SK-MEL-28. Synergy scores: CSS=3.49, Synergy_ZIP=-4.25, Synergy_Bliss=-5.19, Synergy_Loewe=-11.4, Synergy_HSA=-9.75. (2) Drug 1: CC1=C(N=C(N=C1N)C(CC(=O)N)NCC(C(=O)N)N)C(=O)NC(C(C2=CN=CN2)OC3C(C(C(C(O3)CO)O)O)OC4C(C(C(C(O4)CO)O)OC(=O)N)O)C(=O)NC(C)C(C(C)C(=O)NC(C(C)O)C(=O)NCCC5=NC(=CS5)C6=NC(=CS6)C(=O)NCCC[S+](C)C)O. Drug 2: C1=NNC2=C1C(=O)NC=N2. Cell line: 786-0. Synergy scores: CSS=16.1, Synergy_ZIP=-6.14, Synergy_Bliss=-2.59, Synergy_Loewe=-22.6, Synergy_HSA=-2.15. (3) Drug 1: C1=NC2=C(N=C(N=C2N1C3C(C(C(O3)CO)O)O)F)N. Drug 2: CC1CCCC2(C(O2)CC(NC(=O)CC(C(C(=O)C(C1O)C)(C)C)O)C(=CC3=CSC(=N3)C)C)C. Cell line: NCI-H322M. Synergy scores: CSS=33.3, Synergy_ZIP=5.82, Synergy_Bliss=4.24, Synergy_Loewe=-22.4, Synergy_HSA=-0.520. (4) Drug 2: CCCS(=O)(=O)NC1=C(C(=C(C=C1)F)C(=O)C2=CNC3=C2C=C(C=N3)C4=CC=C(C=C4)Cl)F. Drug 1: C1=C(C(=O)NC(=O)N1)N(CCCl)CCCl. Synergy scores: CSS=43.4, Synergy_ZIP=1.38, Synergy_Bliss=2.97, Synergy_Loewe=0.182, Synergy_HSA=5.57. Cell line: SK-MEL-5. (5) Drug 1: C1CN1P(=S)(N2CC2)N3CC3. Drug 2: C1CN(CCN1C(=O)CCBr)C(=O)CCBr. Cell line: A498. Synergy scores: CSS=18.0, Synergy_ZIP=-5.88, Synergy_Bliss=-1.28, Synergy_Loewe=2.06, Synergy_HSA=2.47.